From a dataset of Forward reaction prediction with 1.9M reactions from USPTO patents (1976-2016). Predict the product of the given reaction. (1) Given the reactants [CH:1](=[O:11])[CH2:2][CH2:3][CH2:4][CH2:5][CH2:6][CH2:7][CH2:8][CH2:9][CH3:10].[CH2:12]([OH:21])[CH2:13][O:14][CH2:15][CH2:16][O:17][CH2:18][CH2:19][OH:20], predict the reaction product. The product is: [CH:1](=[O:11])[CH2:2][CH2:3][CH2:4][CH2:5][CH2:6][CH2:7][CH2:8][CH2:9][CH3:10].[CH2:12]([OH:21])[CH2:13][O:14][CH2:15][CH2:16][O:17][CH2:18][CH2:19][OH:20]. (2) Given the reactants [NH2:1][C:2]1[CH:3]=[C:4]([N:11]2[CH2:16][CH2:15][N:14]([C:17]([C:19]3[CH:24]=[CH:23][CH:22]=[CH:21][C:20]=3[C:25]([F:28])([F:27])[F:26])=[O:18])[CH2:13][CH2:12]2)[CH:5]=[CH:6][C:7]=1[N+:8]([O-])=O.NN, predict the reaction product. The product is: [NH2:1][C:2]1[CH:3]=[C:4]([N:11]2[CH2:12][CH2:13][N:14]([C:17]([C:19]3[CH:24]=[CH:23][CH:22]=[CH:21][C:20]=3[C:25]([F:28])([F:27])[F:26])=[O:18])[CH2:15][CH2:16]2)[CH:5]=[CH:6][C:7]=1[NH2:8].